From a dataset of NCI-60 drug combinations with 297,098 pairs across 59 cell lines. Regression. Given two drug SMILES strings and cell line genomic features, predict the synergy score measuring deviation from expected non-interaction effect. (1) Drug 1: C1CN1C2=NC(=NC(=N2)N3CC3)N4CC4. Drug 2: C1CNP(=O)(OC1)N(CCCl)CCCl. Cell line: HOP-62. Synergy scores: CSS=56.7, Synergy_ZIP=0.611, Synergy_Bliss=0.328, Synergy_Loewe=-55.0, Synergy_HSA=-4.03. (2) Cell line: UO-31. Drug 1: CC1=CC2C(CCC3(C2CCC3(C(=O)C)OC(=O)C)C)C4(C1=CC(=O)CC4)C. Synergy scores: CSS=23.4, Synergy_ZIP=-4.35, Synergy_Bliss=-2.83, Synergy_Loewe=-17.4, Synergy_HSA=-1.59. Drug 2: CN(CC1=CN=C2C(=N1)C(=NC(=N2)N)N)C3=CC=C(C=C3)C(=O)NC(CCC(=O)O)C(=O)O.